Predict the reactants needed to synthesize the given product. From a dataset of Full USPTO retrosynthesis dataset with 1.9M reactions from patents (1976-2016). (1) Given the product [Br:1][C:2]1[CH:22]=[CH:21][C:5]2[O:6][CH2:7][CH:8]([CH2:19][O:20][CH3:24])[C:9]3[S:13][C:12]([C:14]([O:16][CH2:17][CH3:18])=[O:15])=[N:11][C:10]=3[C:4]=2[CH:3]=1, predict the reactants needed to synthesize it. The reactants are: [Br:1][C:2]1[CH:22]=[CH:21][C:5]2[O:6][CH2:7][CH:8]([CH2:19][OH:20])[C:9]3[S:13][C:12]([C:14]([O:16][CH2:17][CH3:18])=[O:15])=[N:11][C:10]=3[C:4]=2[CH:3]=1.Cl[CH2:24]Cl. (2) The reactants are: Cl[C:2]1[N:3]=[C:4]([NH:11][C:12]2[CH:17]=[CH:16][C:15]([O:18][CH3:19])=[C:14]([O:20][CH3:21])[CH:13]=2)[C:5]2[N:10]=[CH:9][S:8][C:6]=2[N:7]=1.[N:22]1[CH:27]=[CH:26][C:25]([CH2:28][CH2:29][NH:30][C:31](=[O:47])[C:32]2[CH:37]=[CH:36][C:35](B3OC(C)(C)C(C)(C)O3)=[CH:34][CH:33]=2)=[CH:24][CH:23]=1.C([O-])([O-])=O.[Na+].[Na+].O. Given the product [CH3:21][O:20][C:14]1[CH:13]=[C:12]([NH:11][C:4]2[C:5]3[N:10]=[CH:9][S:8][C:6]=3[N:7]=[C:2]([C:35]3[CH:36]=[CH:37][C:32]([C:31]([NH:30][CH2:29][CH2:28][C:25]4[CH:26]=[CH:27][N:22]=[CH:23][CH:24]=4)=[O:47])=[CH:33][CH:34]=3)[N:3]=2)[CH:17]=[CH:16][C:15]=1[O:18][CH3:19], predict the reactants needed to synthesize it.